From a dataset of Reaction yield outcomes from USPTO patents with 853,638 reactions. Predict the reaction yield, written as a fraction of the theoretical maximum amount of product (1.0 means a 100% yield; for example, 0.34 means a 34% yield). (1) The reactants are [OH:1][CH:2]([CH2:16][CH2:17][S:18][CH3:19])[C:3]([O:5][CH2:6][CH2:7][CH2:8][CH2:9][CH2:10][CH2:11][CH2:12][CH2:13][CH2:14][CH3:15])=[O:4].C1C=C(Cl)C=C(C(OO)=[O:28])C=1. The catalyst is ClCCl. The product is [OH:1][CH:2]([CH2:16][CH2:17][S:18]([CH3:19])=[O:28])[C:3]([O:5][CH2:6][CH2:7][CH2:8][CH2:9][CH2:10][CH2:11][CH2:12][CH2:13][CH2:14][CH3:15])=[O:4]. The yield is 0.970. (2) The reactants are C[O:2][C:3]([C:5]1[CH:15]=[CH:14][C:8]2[O:9][C:10]([F:13])([F:12])[O:11][C:7]=2[CH:6]=1)=O.[H-].[Al+3].[Li+].[H-].[H-].[H-].O.[OH-].[Na+]. The catalyst is O1CCCC1. The product is [F:13][C:10]1([F:12])[O:9][C:8]2[CH:14]=[CH:15][C:5]([CH2:3][OH:2])=[CH:6][C:7]=2[O:11]1. The yield is 0.760. (3) The reactants are [F:1][C:2]1[CH:3]=[CH:4][C:5]([NH:8][C:9](=[O:14])[C:10]([CH3:13])([CH3:12])[CH3:11])=[N:6][CH:7]=1.C([Li])(C)(C)C.C(C1C=CC(S([N:41]=[N+:42]=[N-:43])(=O)=O)=CC=1)CCCCCCCCCCC.[NH4+].[Cl-]. The catalyst is O1CCCC1. The product is [N:41]([C:4]1[C:5]([NH:8][C:9](=[O:14])[C:10]([CH3:11])([CH3:13])[CH3:12])=[N:6][CH:7]=[C:2]([F:1])[CH:3]=1)=[N+:42]=[N-:43]. The yield is 0.420. (4) The reactants are [F:1][C:2]1[CH:3]=[C:4]([CH:8]=[C:9]([Br:11])[CH:10]=1)[CH:5]=[N:6]O. The catalyst is C(#N)C.C([O-])(=O)C.[Cu+2].C([O-])(=O)C. The product is [F:1][C:2]1[CH:3]=[C:4]([CH:8]=[C:9]([Br:11])[CH:10]=1)[C:5]#[N:6]. The yield is 0.890. (5) The reactants are [OH:1][N:2]1[C:6](=[O:7])[CH2:5][CH2:4][C:3]1=[O:8].N1C=CC=CC=1.[C:15]([O:18][CH2:19][C:20](Cl)=[O:21])(=[O:17])[CH3:16]. The catalyst is C(Cl)Cl. The product is [C:15]([O:18][CH2:19][C:20]([O:1][N:2]1[C:6](=[O:7])[CH2:5][CH2:4][C:3]1=[O:8])=[O:21])(=[O:17])[CH3:16]. The yield is 0.930. (6) The reactants are [NH2:1][C:2]1[C:3]([O:9][CH3:10])=[N:4][CH:5]=[C:6]([Br:8])[CH:7]=1.N1C=CC=CC=1.[C:17]1([S:23](Cl)(=[O:25])=[O:24])[CH:22]=[CH:21][CH:20]=[CH:19][CH:18]=1. The catalyst is ClCCl. The product is [Br:8][C:6]1[CH:7]=[C:2]([NH:1][S:23]([C:17]2[CH:22]=[CH:21][CH:20]=[CH:19][CH:18]=2)(=[O:25])=[O:24])[C:3]([O:9][CH3:10])=[N:4][CH:5]=1. The yield is 0.640. (7) The reactants are CN(C(ON1N=NC2C=CC=NC1=2)=[N+](C)C)C.F[P-](F)(F)(F)(F)F.[CH3:25][N:26]1[C:30]([C:31]2[CH:36]=[CH:35][CH:34]=[CH:33][CH:32]=2)=[C:29]([C:37]([OH:39])=O)[C:28](=[O:40])[N:27]1[CH3:41].[F:42][C:43]1[CH:44]=[C:45]([NH2:62])[CH:46]=[CH:47][C:48]=1[O:49][C:50]1[C:59]2[C:54](=[CH:55][C:56]([O:60][CH3:61])=[CH:57][CH:58]=2)[N:53]=[CH:52][CH:51]=1.C(N(CC)CC)C. The catalyst is CN(C=O)C.CCOC(C)=O. The product is [F:42][C:43]1[CH:44]=[C:45]([NH:62][C:37]([C:29]2[C:28](=[O:40])[N:27]([CH3:41])[N:26]([CH3:25])[C:30]=2[C:31]2[CH:32]=[CH:33][CH:34]=[CH:35][CH:36]=2)=[O:39])[CH:46]=[CH:47][C:48]=1[O:49][C:50]1[C:59]2[C:54](=[CH:55][C:56]([O:60][CH3:61])=[CH:57][CH:58]=2)[N:53]=[CH:52][CH:51]=1. The yield is 0.350. (8) The reactants are [C:1]([O:4][CH2:5][C@H:6]([CH3:22])[CH2:7][CH:8]([NH:18][C:19](=[O:21])[CH3:20])[C:9]1[S:10][C:11]([C:14]#[C:15][CH2:16][OH:17])=[CH:12][CH:13]=1)(=[O:3])[CH3:2].[Cl:23][C:24]1[CH:29]=[CH:28][C:27](O)=[CH:26][CH:25]=1.C(OC(N=NC(OCC)=O)=O)C.C1(P(C2C=CC=CC=2)C2C=CC=CC=2)C=CC=CC=1. The catalyst is O1CCCC1.O. The product is [C:1]([O:4][CH2:5][C@H:6]([CH3:22])[CH2:7][CH:8]([NH:18][C:19](=[O:21])[CH3:20])[C:9]1[S:10][C:11]([C:14]#[C:15][CH2:16][O:17][C:27]2[CH:28]=[CH:29][C:24]([Cl:23])=[CH:25][CH:26]=2)=[CH:12][CH:13]=1)(=[O:3])[CH3:2]. The yield is 0.510. (9) The reactants are Br[C:2]1[CH:3]=[C:4]([C:8]([O:10][CH3:11])=[O:9])[O:5][C:6]=1[Cl:7].[CH3:12][N:13]1[C:17](B2OC(C)(C)C(C)(C)O2)=[CH:16][CH:15]=[N:14]1.C(=O)([O-])[O-].[K+].[K+]. The catalyst is O1CCOCC1.O.CC(C)([P](C(C)(C)C)([Pd][P](C(C)(C)C)(C(C)(C)C)C(C)(C)C)C(C)(C)C)C. The product is [Cl:7][C:6]1[O:5][C:4]([C:8]([O:10][CH3:11])=[O:9])=[CH:3][C:2]=1[C:17]1[N:13]([CH3:12])[N:14]=[CH:15][CH:16]=1. The yield is 0.550.